From a dataset of Reaction yield outcomes from USPTO patents with 853,638 reactions. Predict the reaction yield, written as a fraction of the theoretical maximum amount of product (1.0 means a 100% yield; for example, 0.34 means a 34% yield). (1) The reactants are C([O:3][C:4](=[O:36])[CH2:5][N:6]1[CH:10]=[CH:9][C:8]([NH:11][C:12](=[O:35])[C@@H:13]([N:18]2[CH2:22][C:21]([O:23][C:24]3[CH:29]=[CH:28][CH:27]=[C:26]([CH:30]4[CH2:32][CH2:31]4)[C:25]=3[F:33])=[CH:20][C:19]2=[O:34])[CH2:14][CH:15]([CH3:17])[CH3:16])=[N:7]1)C.[OH-].[Li+]. The catalyst is O1CCCC1. The product is [CH:30]1([C:26]2[C:25]([F:33])=[C:24]([CH:29]=[CH:28][CH:27]=2)[O:23][C:21]2[CH2:22][N:18]([C@@H:13]([CH2:14][CH:15]([CH3:16])[CH3:17])[C:12]([NH:11][C:8]3[CH:9]=[CH:10][N:6]([CH2:5][C:4]([OH:36])=[O:3])[N:7]=3)=[O:35])[C:19](=[O:34])[CH:20]=2)[CH2:32][CH2:31]1. The yield is 0.960. (2) The reactants are [CH3:1][O:2][C:3]1[C:4]([CH2:15][CH2:16][CH:17]([CH3:19])[CH3:18])([CH:13]=[CH2:14])[C:5]2[C:10]([CH2:11][CH:12]=1)=[CH:9][CH:8]=[CH:7][CH:6]=2.[Cr](O[Cr]([O-])(=O)=O)([O-])(=O)=[O:21].[NH+]1C=CC=CC=1.[NH+]1C=CC=CC=1.C(OOC(C)(C)C)(C)(C)C.O. The catalyst is C1C=CC=CC=1. The product is [CH3:1][O:2][C:3]1[C:4]([CH2:15][CH2:16][CH:17]([CH3:19])[CH3:18])([CH:13]=[CH2:14])[C:5]2[C:10](=[CH:9][CH:8]=[CH:7][CH:6]=2)[C:11](=[O:21])[CH:12]=1. The yield is 0.350.